From a dataset of Reaction yield outcomes from USPTO patents with 853,638 reactions. Predict the reaction yield, written as a fraction of the theoretical maximum amount of product (1.0 means a 100% yield; for example, 0.34 means a 34% yield). The reactants are [CH3:1][O:2][C:3]([N:5]1[CH2:10][CH2:9][C:8](=[O:11])[N:7]([CH3:12])[C@@H:6]1[C:13]([CH3:16])([CH3:15])[CH3:14])=[O:4].C[Si]([N-][Si](C)(C)C)(C)C.[Na+].I[CH2:28][C@H:29]([CH2:32][CH2:33][CH3:34])[CH2:30][CH3:31]. The catalyst is C1COCC1. The product is [CH3:1][O:2][C:3]([N:5]1[CH2:10][C@@H:9]([CH2:28][C@@H:29]([CH2:30][CH3:31])[CH2:32][CH2:33][CH3:34])[C:8](=[O:11])[N:7]([CH3:12])[C@@H:6]1[C:13]([CH3:16])([CH3:15])[CH3:14])=[O:4]. The yield is 0.120.